This data is from Reaction yield outcomes from USPTO patents with 853,638 reactions. The task is: Predict the reaction yield, written as a fraction of the theoretical maximum amount of product (1.0 means a 100% yield; for example, 0.34 means a 34% yield). (1) The reactants are Br[C:2]1[CH:3]=[C:4]([C:26]([CH3:29])([CH3:28])[CH3:27])[C:5]([O:24][CH3:25])=[C:6](/[CH:8]=[CH:9]/[C:10]2[CH:15]=[CH:14][C:13]([NH:16][S:17]([CH3:20])(=[O:19])=[O:18])=[CH:12][C:11]=2[CH2:21][O:22][CH3:23])[CH:7]=1.[CH3:30][O:31][C:32]1[C:37](B(O)O)=[CH:36][CH:35]=[C:34]([O:41][CH3:42])[N:33]=1.C([O-])([O-])=O.[Na+].[Na+]. The catalyst is CO.C(Cl)Cl.C1C=CC([P]([Pd]([P](C2C=CC=CC=2)(C2C=CC=CC=2)C2C=CC=CC=2)([P](C2C=CC=CC=2)(C2C=CC=CC=2)C2C=CC=CC=2)[P](C2C=CC=CC=2)(C2C=CC=CC=2)C2C=CC=CC=2)(C2C=CC=CC=2)C2C=CC=CC=2)=CC=1. The product is [C:26]([C:4]1[C:5]([O:24][CH3:25])=[C:6](/[CH:8]=[CH:9]/[C:10]2[CH:15]=[CH:14][C:13]([NH:16][S:17]([CH3:20])(=[O:18])=[O:19])=[CH:12][C:11]=2[CH2:21][O:22][CH3:23])[CH:7]=[C:2]([C:37]2[C:32]([O:31][CH3:30])=[N:33][C:34]([O:41][CH3:42])=[CH:35][CH:36]=2)[CH:3]=1)([CH3:27])([CH3:28])[CH3:29]. The yield is 0.790. (2) The reactants are [O:1]1[CH2:6][CH2:5][C:4](=[CH:7][CH2:8][CH2:9][OH:10])[CH2:3][CH2:2]1. The catalyst is CO.[OH-].[OH-].[Pd+2]. The product is [O:1]1[CH2:6][CH2:5][CH:4]([CH2:7][CH2:8][CH2:9][OH:10])[CH2:3][CH2:2]1. The yield is 0.900. (3) The reactants are C(OC([N:8]1[CH2:13][CH2:12][N:11]([CH2:14][CH2:15][O:16][C:17]2[CH:22]=[CH:21][C:20]([C:23]([O:25][CH3:26])=[O:24])=[CH:19][C:18]=2[CH3:27])[CH2:10][CH2:9]1)=O)(C)(C)C.[ClH:28]. The catalyst is O1CCOCC1. The product is [ClH:28].[ClH:28].[CH3:26][O:25][C:23](=[O:24])[C:20]1[CH:21]=[CH:22][C:17]([O:16][CH2:15][CH2:14][N:11]2[CH2:12][CH2:13][NH:8][CH2:9][CH2:10]2)=[C:18]([CH3:27])[CH:19]=1. The yield is 1.00. (4) The reactants are [C:1]([O:5][C:6]([N:8]1[CH2:12][CH2:11][CH:10]([OH:13])[CH:9]1[C:14]([OH:16])=[O:15])=[O:7])([CH3:4])([CH3:3])[CH3:2].[C:17]([O-])([O-])=O.[K+].[K+].IC. The catalyst is CN(C=O)C.[Cl-].[Na+].O. The product is [CH3:17][O:15][C:14]([CH:9]1[CH:10]([OH:13])[CH2:11][CH2:12][N:8]1[C:6]([O:5][C:1]([CH3:4])([CH3:2])[CH3:3])=[O:7])=[O:16]. The yield is 0.870.